The task is: Predict the product of the given reaction.. This data is from Forward reaction prediction with 1.9M reactions from USPTO patents (1976-2016). (1) The product is: [NH2:12][C:10](=[O:11])[CH2:9][C:4]1[CH:5]=[CH:6][CH:7]=[CH:8][C:3]=1[C:1]#[C:2][C:18]1[C:19]([C:20]([F:21])([F:23])[F:22])=[CH:14][N:15]=[C:16]([NH:24][C:25]2[CH:30]=[CH:29][C:28]([CH:31]3[CH2:32][CH2:33][N:34]([C:37]([O:39][C:40]([CH3:43])([CH3:42])[CH3:41])=[O:38])[CH2:35][CH2:36]3)=[CH:27][C:26]=2[O:44][C:45]([F:46])([F:47])[F:48])[N:17]=1. Given the reactants [C:1]([C:3]1[CH:8]=[CH:7][CH:6]=[CH:5][C:4]=1[CH2:9][C:10]([NH2:12])=[O:11])#[CH:2].Cl[C:14]1[C:19]([C:20]([F:23])([F:22])[F:21])=[CH:18][N:17]=[C:16]([NH:24][C:25]2[CH:30]=[CH:29][C:28]([CH:31]3[CH2:36][CH2:35][N:34]([C:37]([O:39][C:40]([CH3:43])([CH3:42])[CH3:41])=[O:38])[CH2:33][CH2:32]3)=[CH:27][C:26]=2[O:44][C:45]([F:48])([F:47])[F:46])[N:15]=1.C(N(CC)CC)C.C1(P(C2C=CC=CC=2)C2C=CC=CC=2)C=CC=CC=1, predict the reaction product. (2) Given the reactants C(N1CCCC1)C1C=CC=CC=1.[CH2:13]([N:20]1[CH2:24][CH2:23][CH:22]([OH:25])[CH2:21]1)[C:14]1[CH:19]=[CH:18][CH:17]=[CH:16][CH:15]=1.CCCCCCCC, predict the reaction product. The product is: [CH2:13]([N:20]1[CH2:24][CH2:23][C@@H:22]([OH:25])[CH2:21]1)[C:14]1[CH:15]=[CH:16][CH:17]=[CH:18][CH:19]=1. (3) Given the reactants Br[C:2]1[C:8]([C:9]([F:12])([F:11])[F:10])=[CH:7][C:5]([NH2:6])=[CH:4][C:3]=1[Cl:13].CC1(C)C(C)(C)OB([C:22]2[CH:41]=[CH:40][C:25]([O:26][CH:27]3[CH2:32][CH2:31][CH2:30][N:29]([C:33]([O:35][C:36]([CH3:39])([CH3:38])[CH3:37])=[O:34])[CH2:28]3)=[CH:24][CH:23]=2)O1.C([O-])([O-])=O.[Na+].[Na+], predict the reaction product. The product is: [C:36]([O:35][C:33]([N:29]1[CH2:30][CH2:31][CH2:32][CH:27]([O:26][C:25]2[CH:40]=[CH:41][C:22]([C:2]3[C:3]([Cl:13])=[CH:4][C:5]([NH2:6])=[CH:7][C:8]=3[C:9]([F:12])([F:11])[F:10])=[CH:23][CH:24]=2)[CH2:28]1)=[O:34])([CH3:39])([CH3:37])[CH3:38]. (4) The product is: [O:13]=[C:9]1[CH2:8][CH2:7][CH2:6][C:5]2[CH:4]=[C:15]([C:14]([OH:17])=[O:16])[CH:12]=[CH:11][C:10]1=2. Given the reactants C(C1[CH:4]=[C:5]2[C:10](=[CH:11][CH:12]=1)[C:9](=[O:13])[CH2:8][CH2:7][CH2:6]2)#N.[C:14]([OH:17])(=[O:16])[CH3:15], predict the reaction product. (5) Given the reactants [CH2:1]([O:3][C:4](=[O:25])[CH:5]1[CH2:10][CH2:9][N:8]([C:11]2[CH:16]=[CH:15][C:14]([C:17]([O:19][C:20]([CH3:23])([CH3:22])[CH3:21])=[O:18])=[CH:13][C:12]=2[F:24])[CH2:7][CH2:6]1)[CH3:2].[Cl:26]N1C(=O)CCC1=O, predict the reaction product. The product is: [CH2:1]([O:3][C:4](=[O:25])[CH:5]1[CH2:6][CH2:7][N:8]([C:11]2[C:12]([F:24])=[CH:13][C:14]([C:17]([O:19][C:20]([CH3:21])([CH3:23])[CH3:22])=[O:18])=[CH:15][C:16]=2[Cl:26])[CH2:9][CH2:10]1)[CH3:2].